Regression. Given a peptide amino acid sequence and an MHC pseudo amino acid sequence, predict their binding affinity value. This is MHC class II binding data. From a dataset of Peptide-MHC class II binding affinity with 134,281 pairs from IEDB. (1) The peptide sequence is KLTITGKGTLDGQGK. The MHC is HLA-DPA10103-DPB10402 with pseudo-sequence YAFFMFSGGAILNTLFGQFEYFDIEKVRMHLGMT. The binding affinity (normalized) is 0. (2) The peptide sequence is PAGVCPTIGVGGNFA. The MHC is DRB1_0802 with pseudo-sequence DRB1_0802. The binding affinity (normalized) is 0.194. (3) The peptide sequence is LPSLCRVNNSYSLIR. The MHC is DRB1_0101 with pseudo-sequence DRB1_0101. The binding affinity (normalized) is 0.827.